This data is from Forward reaction prediction with 1.9M reactions from USPTO patents (1976-2016). The task is: Predict the product of the given reaction. (1) Given the reactants Cl[C:2]1[C:11]2=[N:12][N:13](CC3C=CC(OC)=CC=3)[CH:14]=[C:10]2[C:9]2[CH:8]=[C:7]([O:24][CH3:25])[CH:6]=[CH:5][C:4]=2[N:3]=1.[CH3:26][N:27]([CH3:35])[C:28]1[CH:33]=[CH:32][CH:31]=[C:30]([NH2:34])[CH:29]=1.Cl, predict the reaction product. The product is: [CH3:25][O:24][C:7]1[CH:6]=[CH:5][C:4]2[N:3]=[C:2]([NH:34][C:30]3[CH:31]=[CH:32][CH:33]=[C:28]([N:27]([CH3:35])[CH3:26])[CH:29]=3)[C:11]3=[N:12][NH:13][CH:14]=[C:10]3[C:9]=2[CH:8]=1. (2) Given the reactants [Cl:1][C:2]1[CH:7]=[CH:6][C:5]([N:8]([C@H:12]2[C:21]3[C:16](=[CH:17][CH:18]=[CH:19][CH:20]=3)[N:15]([C:22]([C:24]3C=NN(C(C)C)[CH:28]=3)=[O:23])[C@@H:14]([CH3:32])[CH2:13]2)[C:9](=[O:11])[CH3:10])=[CH:4][CH:3]=1.C(N1C=C(C([Cl:43])=O)C=N1)(C)C.[CH3:44][N:45]1[C:49]2[S:50][C:51]([C:53](O)=[O:54])=[CH:52][C:48]=2[C:47]([CH3:56])=[N:46]1.C(Cl)(=O)C(Cl)=O, predict the reaction product. The product is: [Cl:1][C:2]1[CH:3]=[CH:4][C:5]([N:8]([C@H:12]2[C:21]3[C:16](=[CH:17][CH:18]=[CH:19][CH:20]=3)[N:15]([C:22]([C:24]3[S:50][C:49]4[N:45]([CH3:44])[N:46]=[C:47]([CH3:56])[C:48]=4[CH:28]=3)=[O:23])[C@@H:14]([CH3:32])[CH2:13]2)[C:9](=[O:11])[CH3:10])=[CH:6][CH:7]=1.[CH3:44][N:45]1[C:49]2[S:50][C:51]([C:53]([Cl:43])=[O:54])=[CH:52][C:48]=2[C:47]([CH3:56])=[N:46]1. (3) Given the reactants [Cl:1][C:2]1[CH:3]=[C:4]([C:13]2[CH:18]=[CH:17][C:16]([O:19]C)=[CH:15][CH:14]=2)[CH:5]=[C:6]2[C:11]=1[CH:10]=[C:9]([OH:12])[CH:8]=[CH:7]2.B(Br)(Br)Br, predict the reaction product. The product is: [Cl:1][C:2]1[CH:3]=[C:4]([C:13]2[CH:14]=[CH:15][C:16]([OH:19])=[CH:17][CH:18]=2)[CH:5]=[C:6]2[C:11]=1[CH:10]=[C:9]([OH:12])[CH:8]=[CH:7]2. (4) The product is: [F:19][C:14]1[CH:13]=[C:12]([C:7]2[CH:8]=[N:9][C:10]3[C:5]([N:6]=2)=[C:4]([C:20]([NH:22][CH2:23][C:24]([OH:26])=[O:25])=[O:21])[C:3]([OH:29])=[C:2]([C:35]2[CH:34]=[CH:33][CH:32]=[C:31]([F:30])[CH:36]=2)[CH:11]=3)[CH:17]=[CH:16][C:15]=1[F:18]. Given the reactants Br[C:2]1[CH:11]=[C:10]2[C:5]([N:6]=[C:7]([C:12]3[CH:17]=[CH:16][C:15]([F:18])=[C:14]([F:19])[CH:13]=3)[CH:8]=[N:9]2)=[C:4]([C:20]([NH:22][CH2:23][C:24]([O:26]CC)=[O:25])=[O:21])[C:3]=1[OH:29].[F:30][C:31]1[CH:32]=[C:33](B(O)O)[CH:34]=[CH:35][CH:36]=1.C(=O)([O-])[O-].[K+].[K+].[OH-].[Na+], predict the reaction product. (5) Given the reactants [Cl:1][C:2]1[N:3]=[N:4][C:5]([C:8]2[CH:13]=[CH:12][CH:11]=[C:10]([NH2:14])[CH:9]=2)=[CH:6][CH:7]=1.[C:15](Cl)(=[O:25])[C:16]1[CH:24]=[CH:23][C:22]2[O:21][CH2:20][O:19][C:18]=2[CH:17]=1.CCN(C(C)C)C(C)C, predict the reaction product. The product is: [Cl:1][C:2]1[N:3]=[N:4][C:5]([C:8]2[CH:9]=[C:10]([NH:14][C:15]([C:16]3[CH:24]=[CH:23][C:22]4[O:21][CH2:20][O:19][C:18]=4[CH:17]=3)=[O:25])[CH:11]=[CH:12][CH:13]=2)=[CH:6][CH:7]=1.